From a dataset of Retrosynthesis with 50K atom-mapped reactions and 10 reaction types from USPTO. Predict the reactants needed to synthesize the given product. Given the product c1cncc(C2CCCC2)c1, predict the reactants needed to synthesize it. The reactants are: Brc1cccnc1.[Mg+]C1CCCC1.